Dataset: Forward reaction prediction with 1.9M reactions from USPTO patents (1976-2016). Task: Predict the product of the given reaction. (1) Given the reactants [CH2:1]([N:8]1[CH2:13][CH2:12][C@@H:11]([NH:14][S:15]([CH2:18][CH3:19])(=[O:17])=[O:16])[C@H:10]([CH2:20][O:21][C:22]2[CH:27]=[CH:26][C:25]([O:28][CH:29]([F:31])[F:30])=[CH:24][CH:23]=2)[CH2:9]1)[C:2]1C=CC=CC=1.CC[O:34]C(C)=O, predict the reaction product. The product is: [C:1]([N:8]1[CH2:13][CH2:12][C@@H:11]([NH:14][S:15]([CH2:18][CH3:19])(=[O:17])=[O:16])[C@H:10]([CH2:20][O:21][C:22]2[CH:23]=[CH:24][C:25]([O:28][CH:29]([F:31])[F:30])=[CH:26][CH:27]=2)[CH2:9]1)(=[O:34])[CH3:2]. (2) Given the reactants [C:1]1([C:7]2[NH:8][C:9]([NH2:12])=[N:10][N:11]=2)[CH:6]=[CH:5][CH:4]=[CH:3][CH:2]=1.[CH3:13][O:14][C:15]1[CH:16]=[C:17]([S:23](Cl)(=[O:25])=[O:24])[CH:18]=[CH:19][C:20]=1[O:21][CH3:22], predict the reaction product. The product is: [CH3:13][O:14][C:15]1[CH:16]=[C:17]([S:23]([NH:12][C:9]2[NH:10][N:11]=[C:7]([C:1]3[CH:2]=[CH:3][CH:4]=[CH:5][CH:6]=3)[N:8]=2)(=[O:24])=[O:25])[CH:18]=[CH:19][C:20]=1[O:21][CH3:22]. (3) Given the reactants Cl[C:2]1[N:7]=[C:6]([N:8]2[CH2:13][CH2:12][O:11][CH2:10][CH2:9]2)[N:5]=[C:4]([N:14]2[CH2:19][CH2:18][O:17][CH2:16][CH2:15]2)[N:3]=1.[F:20][C:21]1[CH:22]=[N:23][CH:24]=[C:25](B2OC(C)(C)C(C)(C)O2)[CH:26]=1, predict the reaction product. The product is: [F:20][C:21]1[CH:26]=[C:25]([C:2]2[N:7]=[C:6]([N:8]3[CH2:13][CH2:12][O:11][CH2:10][CH2:9]3)[N:5]=[C:4]([N:14]3[CH2:19][CH2:18][O:17][CH2:16][CH2:15]3)[N:3]=2)[CH:24]=[N:23][CH:22]=1. (4) Given the reactants NC1C=C2C(=CC=1)NC=C2.ClCCNCCCl.[NH:18]1[C:26]2[C:21](=[C:22]([N:27]3[CH2:32][CH2:31][NH:30][CH2:29][CH2:28]3)[CH:23]=[CH:24][CH:25]=2)[CH:20]=[CH:19]1, predict the reaction product. The product is: [NH:18]1[C:19]2[C:24](=[CH:23][C:22]([N:27]3[CH2:28][CH2:29][NH:30][CH2:31][CH2:32]3)=[CH:21][CH:20]=2)[CH:25]=[CH:26]1. (5) Given the reactants [CH3:1][N:2]([CH3:24])[C:3]1[C:12]2[C:7](=[CH:8][CH:9]=[CH:10][CH:11]=2)[C:6]([C:13]2[O:14][C:15](=[O:23])[C:16]3[N:22]=[CH:21][CH:20]=[CH:19][C:17]=3[N:18]=2)=[CH:5][CH:4]=1.[CH2:25]([NH2:31])[CH2:26][CH2:27][CH2:28][CH2:29][CH3:30], predict the reaction product. The product is: [CH3:1][N:2]([CH3:24])[C:3]1[C:12]2[C:7](=[CH:8][CH:9]=[CH:10][CH:11]=2)[C:6]([C:13]([NH:18][C:17]2[C:16]([C:15]([NH:31][CH2:25][CH2:26][CH2:27][CH2:28][CH2:29][CH3:30])=[O:23])=[N:22][CH:21]=[CH:20][CH:19]=2)=[O:14])=[CH:5][CH:4]=1.